This data is from Catalyst prediction with 721,799 reactions and 888 catalyst types from USPTO. The task is: Predict which catalyst facilitates the given reaction. (1) The catalyst class is: 8. Reactant: [N:1]([C:4]1[CH:9]=[CH:8][C:7]([O:10][CH3:11])=[CH:6][CH:5]=1)=[N+:2]=[N-:3].[Cl:12][C:13]1[CH:18]=[CH:17][C:16]([CH2:19][C:20]#[N:21])=[C:15]([F:22])[CH:14]=1.C[O-].[Na+]. Product: [Cl:12][C:13]1[CH:18]=[CH:17][C:16]([C:19]2[N:3]=[N:2][N:1]([C:4]3[CH:5]=[CH:6][C:7]([O:10][CH3:11])=[CH:8][CH:9]=3)[C:20]=2[NH2:21])=[C:15]([F:22])[CH:14]=1. (2) Reactant: [N+:1]([C:4]1[C:9]([NH2:10])=[CH:8][CH:7]=[CH:6][N:5]=1)([O-:3])=[O:2].C([O-])(=O)C.[Na+].[Br:16]Br. Product: [Br:16][C:6]1[N:5]=[C:4]([N+:1]([O-:3])=[O:2])[C:9]([NH2:10])=[CH:8][CH:7]=1. The catalyst class is: 15. (3) Product: [C:1]1([N:7]2[CH2:8][CH2:9][CH:10]([NH:13][C:14]3[C:23]4[C:18](=[CH:19][CH:20]=[C:21]([C:24]([OH:26])=[O:25])[CH:22]=4)[N:17]=[CH:16][N:15]=3)[CH2:11][CH2:12]2)[CH:6]=[CH:5][CH:4]=[CH:3][CH:2]=1. The catalyst class is: 5. Reactant: [C:1]1([N:7]2[CH2:12][CH2:11][CH:10]([NH:13][C:14]3[C:23]4[C:18](=[CH:19][CH:20]=[C:21]([C:24]([O:26]C)=[O:25])[CH:22]=4)[N:17]=[CH:16][N:15]=3)[CH2:9][CH2:8]2)[CH:6]=[CH:5][CH:4]=[CH:3][CH:2]=1.[OH-].[Na+].Cl. (4) Reactant: [CH3:1][O:2][C:3]1[CH:8]=[CH:7][C:6]([N:9]([CH3:21])[C:10]2[C:11]3[S:19][CH:18]=[C:17]([CH3:20])[C:12]=3[N:13]=[C:14]([CH3:16])[N:15]=2)=[CH:5][CH:4]=1.C(O)(C)C.[ClH:26]. Product: [Cl:26][C:10]1[C:11]2[S:19][CH:18]=[C:17]([CH3:20])[C:12]=2[N:13]=[C:14]([CH3:16])[N:15]=1.[CH3:10][NH:9][C:6]1[CH:7]=[CH:8][C:3]([O:2][CH3:1])=[CH:4][CH:5]=1.[CH3:1][O:2][C:3]1[CH:8]=[CH:7][C:6]([N:9]([CH3:21])[C:10]2[C:11]3[S:19][CH:18]=[C:17]([CH3:20])[C:12]=3[N:13]=[C:14]([CH3:16])[N:15]=2)=[CH:5][CH:4]=1. The catalyst class is: 28. (5) Reactant: C(OC(=O)[NH:7][CH:8]1[CH2:13][CH2:12][CH:11]([CH2:14][NH:15][C:16]2[C:21]([N+:22]([O-:24])=[O:23])=[CH:20][N:19]=[C:18]([NH:25][CH2:26][C:27]3[CH:32]=[CH:31][CH:30]=[C:29]([Br:33])[C:28]=3[CH3:34])[N:17]=2)[CH2:10][CH2:9]1)(C)(C)C.FC(F)(F)C(O)=O. Product: [NH2:7][CH:8]1[CH2:13][CH2:12][CH:11]([CH2:14][NH:15][C:16]2[C:21]([N+:22]([O-:24])=[O:23])=[CH:20][N:19]=[C:18]([NH:25][CH2:26][C:27]3[CH:32]=[CH:31][CH:30]=[C:29]([Br:33])[C:28]=3[CH3:34])[N:17]=2)[CH2:10][CH2:9]1. The catalyst class is: 4. (6) Reactant: [Cl:1][C:2]1[CH:3]=[C:4]2[C:9](=[CH:10][CH:11]=1)[N:8]=[CH:7][CH:6]=[CH:5]2.C1C=C(Cl)C=C(C(OO)=[O:20])C=1. The catalyst class is: 2. Product: [Cl:1][C:2]1[CH:3]=[C:4]2[C:9](=[CH:10][CH:11]=1)[N+:8]([O-:20])=[CH:7][CH:6]=[CH:5]2.